This data is from NCI-60 drug combinations with 297,098 pairs across 59 cell lines. The task is: Regression. Given two drug SMILES strings and cell line genomic features, predict the synergy score measuring deviation from expected non-interaction effect. Drug 1: C1=C(C(=O)NC(=O)N1)F. Drug 2: C(CC(=O)O)C(=O)CN.Cl. Cell line: HOP-62. Synergy scores: CSS=32.4, Synergy_ZIP=-14.3, Synergy_Bliss=-13.5, Synergy_Loewe=-14.2, Synergy_HSA=-8.61.